This data is from Forward reaction prediction with 1.9M reactions from USPTO patents (1976-2016). The task is: Predict the product of the given reaction. (1) Given the reactants C(OC([N:8]1[CH2:11][CH:10]([O:12][NH:13][C:14]([C@@H:16]2[CH2:22][CH2:21][C@@H:20]3[CH2:23][N:17]2[C:18](=[O:29])[N:19]3[O:24][S:25]([O-:28])(=[O:27])=[O:26])=[O:15])[CH2:9]1)=O)(C)(C)C.C([N+](CCCC)(CCCC)CCCC)CCC.FC(F)(F)C(O)=O, predict the reaction product. The product is: [NH:8]1[CH2:9][CH:10]([O:12][NH:13][C:14]([C@@H:16]2[CH2:22][CH2:21][C@@H:20]3[CH2:23][N:17]2[C:18](=[O:29])[N:19]3[O:24][S:25]([OH:28])(=[O:26])=[O:27])=[O:15])[CH2:11]1. (2) Given the reactants [Cl:1][CH2:2][CH2:3][CH2:4][OH:5].[S:6](Cl)([C:9]1[CH:15]=[CH:14][C:12]([CH3:13])=[CH:11][CH:10]=1)(=[O:8])=[O:7], predict the reaction product. The product is: [S:6]([O:5][CH2:4][CH2:3][CH2:2][Cl:1])([C:9]1[CH:15]=[CH:14][C:12]([CH3:13])=[CH:11][CH:10]=1)(=[O:8])=[O:7]. (3) Given the reactants [CH3:1][C:2]1[CH:11]=[CH:10][C:5]2[N:6]=[C:7]([NH2:9])[S:8][C:4]=2[CH:3]=1.[N:12]1([C:17](N2C=CN=C2)=[O:18])[CH:16]=[CH:15][N:14]=[CH:13]1, predict the reaction product. The product is: [CH3:1][C:2]1[CH:11]=[CH:10][C:5]2[N:6]=[C:7]([NH:9][C:17]([N:12]3[CH:16]=[CH:15][N:14]=[CH:13]3)=[O:18])[S:8][C:4]=2[CH:3]=1. (4) Given the reactants [NH2:1][C:2]1[S:3][C:4]2[CH2:18][C:17]([CH3:20])([OH:19])[CH2:16][CH2:15][C:5]=2[C:6]=1[C:7]1[O:11][N:10]=[C:9]([CH:12]2[CH2:14][CH2:13]2)[N:8]=1.[CH:21]12[CH2:28][CH2:27][CH:24]([CH2:25][CH2:26]1)[C:23]1[C:29]([O:31][C:32](=[O:33])[C:22]2=1)=[O:30], predict the reaction product. The product is: [CH:12]1([C:9]2[N:8]=[C:7]([C:6]3[C:5]4[CH2:15][CH2:16][C:17]([OH:19])([CH3:20])[CH2:18][C:4]=4[S:3][C:2]=3[NH:1][C:32]([C:22]3[CH:21]4[CH2:28][CH2:27][CH:24]([CH2:25][CH2:26]4)[C:23]=3[C:29]([OH:31])=[O:30])=[O:33])[O:11][N:10]=2)[CH2:13][CH2:14]1. (5) Given the reactants [CH:1]1([N:6]2[C:11]3[N:12]=[C:13](S(C)=O)[N:14]=[CH:15][C:10]=3[CH:9]=[C:8]([CH2:19][O:20][CH2:21][CH3:22])[C:7]2=[O:23])[CH2:5][CH2:4][CH2:3][CH2:2]1.[C:24]([O:28][C:29]([N:31]1[CH2:36][CH2:35][N:34]([C:37]2[CH:38]=[N:39][C:40]([NH2:43])=[CH:41][CH:42]=2)[CH2:33][CH2:32]1)=[O:30])([CH3:27])([CH3:26])[CH3:25], predict the reaction product. The product is: [C:24]([O:28][C:29]([N:31]1[CH2:36][CH2:35][N:34]([C:37]2[CH:38]=[N:39][C:40]([NH:43][C:13]3[N:14]=[CH:15][C:10]4[CH:9]=[C:8]([CH2:19][O:20][CH2:21][CH3:22])[C:7](=[O:23])[N:6]([CH:1]5[CH2:5][CH2:4][CH2:3][CH2:2]5)[C:11]=4[N:12]=3)=[CH:41][CH:42]=2)[CH2:33][CH2:32]1)=[O:30])([CH3:27])([CH3:25])[CH3:26].